Dataset: Forward reaction prediction with 1.9M reactions from USPTO patents (1976-2016). Task: Predict the product of the given reaction. (1) Given the reactants [C:1]([O:5][C:6](=[O:39])[CH2:7][CH2:8][C:9]1[CH:14]=[CH:13][C:12]([O:15][CH2:16][CH2:17][C:18]2[N:19]=[C:20]([C:24]3[CH:29]=[CH:28][C:27]([OH:30])=[CH:26][CH:25]=3)[O:21][C:22]=2[CH3:23])=[CH:11][C:10]=1[CH2:31][NH:32][C:33]([O:35][CH:36]([CH3:38])[CH3:37])=[O:34])([CH3:4])([CH3:3])[CH3:2].I[CH:41]([CH3:43])[CH3:42].C([O-])([O-])=O.[K+].[K+], predict the reaction product. The product is: [C:1]([O:5][C:6](=[O:39])[CH2:7][CH2:8][C:9]1[CH:14]=[CH:13][C:12]([O:15][CH2:16][CH2:17][C:18]2[N:19]=[C:20]([C:24]3[CH:25]=[CH:26][C:27]([O:30][CH:41]([CH3:43])[CH3:42])=[CH:28][CH:29]=3)[O:21][C:22]=2[CH3:23])=[CH:11][C:10]=1[CH2:31][NH:32][C:33]([O:35][CH:36]([CH3:37])[CH3:38])=[O:34])([CH3:4])([CH3:3])[CH3:2]. (2) Given the reactants [CH3:1][O:2][C:3]1[CH:4]=[C:5]([CH:21]=[CH:22][C:23]=1[O:24][CH3:25])[CH2:6][CH:7]1[C:16]2[C:11](=[CH:12][C:13]([O:19][CH3:20])=[C:14]([O:17][CH3:18])[CH:15]=2)[CH2:10][CH2:9][NH:8]1.Br[CH2:27][C:28](Br)=[O:29].[NH2:31][CH:32]1[C:40]2[C:35](=[CH:36][CH:37]=[CH:38][CH:39]=2)[CH:34]([CH3:41])[CH2:33]1, predict the reaction product. The product is: [CH3:1][O:2][C:3]1[CH:4]=[C:5]([CH:21]=[CH:22][C:23]=1[O:24][CH3:25])[CH2:6][CH:7]1[C:16]2[C:11](=[CH:12][C:13]([O:19][CH3:20])=[C:14]([O:17][CH3:18])[CH:15]=2)[CH2:10][CH2:9][N:8]1[CH2:27][C:28]([NH:31][CH:32]1[C:40]2[C:35](=[CH:36][CH:37]=[CH:38][CH:39]=2)[CH:34]([CH3:41])[CH2:33]1)=[O:29].